The task is: Predict the reaction yield, written as a fraction of the theoretical maximum amount of product (1.0 means a 100% yield; for example, 0.34 means a 34% yield).. This data is from Reaction yield outcomes from USPTO patents with 853,638 reactions. (1) The reactants are [Cl:1][C:2]1[CH:3]=[CH:4][C:5]([O:10][CH2:11][C:12]2[C:17]([F:18])=[CH:16][CH:15]=[CH:14][C:13]=2[F:19])=[C:6]([CH:9]=1)[CH:7]=[O:8].[CH:20]([C:22]([CH3:24])=[O:23])=[CH2:21].C(N(CC)CC)C. The catalyst is [Br-].C([N+]1C(C)=C(CCO)SC=1)C.CCO.CCOC(C)=O. The product is [Cl:1][C:2]1[CH:3]=[CH:4][C:5]([O:10][CH2:11][C:12]2[C:17]([F:18])=[CH:16][CH:15]=[CH:14][C:13]=2[F:19])=[C:6]([C:7](=[O:8])[CH2:21][CH2:20][C:22](=[O:23])[CH3:24])[CH:9]=1. The yield is 0.305. (2) The reactants are Br[C:2]1[CH:3]=[C:4]([N:8]([CH:10]2[CH2:12][CH2:11]2)[CH3:9])[CH:5]=[CH:6][CH:7]=1.C(N(CC)CC)C.[CH3:20][Si:21]([C:24]#[CH:25])([CH3:23])[CH3:22].C(OCC)(=O)C. The catalyst is CCCCCC.[Cu]I.Cl[Pd](Cl)([P](C1C=CC=CC=1)(C1C=CC=CC=1)C1C=CC=CC=1)[P](C1C=CC=CC=1)(C1C=CC=CC=1)C1C=CC=CC=1. The product is [CH:10]1([N:8]([CH3:9])[C:4]2[CH:5]=[CH:6][CH:7]=[C:2]([C:25]#[C:24][Si:21]([CH3:23])([CH3:22])[CH3:20])[CH:3]=2)[CH2:12][CH2:11]1. The yield is 0.840. (3) The reactants are [NH2:1][C:2]1[NH:3][C:4]([CH2:7][OH:8])=[N:5][N:6]=1.[C:9](O[C:9]([O:11][C:12]([CH3:15])([CH3:14])[CH3:13])=[O:10])([O:11][C:12]([CH3:15])([CH3:14])[CH3:13])=[O:10]. The catalyst is CC(O)(C)C. The product is [OH:8][CH2:7][C:4]1[NH:3][C:2]([NH:1][C:9](=[O:10])[O:11][C:12]([CH3:15])([CH3:14])[CH3:13])=[N:6][N:5]=1. The yield is 0.220. (4) The reactants are [F:1][C:2]1[CH:3]=[C:4]2[C:9](=[CH:10][CH:11]=1)[C:8](=[O:12])[N:7]([C:13]1[CH:14]=[N:15][CH:16]=[CH:17][C:18]=1[C:19]([F:22])([F:21])[F:20])[CH2:6][CH2:5]2.OS(O)(=O)=O.[N+:28]([O-])([O-:30])=[O:29].[K+]. No catalyst specified. The product is [F:1][C:2]1[CH:3]=[C:4]2[C:9](=[CH:10][C:11]=1[N+:28]([O-:30])=[O:29])[C:8](=[O:12])[N:7]([C:13]1[CH:14]=[N:15][CH:16]=[CH:17][C:18]=1[C:19]([F:20])([F:21])[F:22])[CH2:6][CH2:5]2. The yield is 0.799. (5) The reactants are [CH3:1][Si]([N-][Si](C)(C)C)(C)C.[K+].[CH2:11]([O:18][C:19](=[O:25])[NH:20][C@@H:21]([CH3:24])[CH:22]=O)[C:12]1[CH:17]=[CH:16][CH:15]=[CH:14][CH:13]=1. The catalyst is [Br-].C[P+](C1C=CC=CC=1)(C1C=CC=CC=1)C1C=CC=CC=1.C1(C)C=CC=CC=1. The product is [CH2:11]([O:18][C:19](=[O:25])[NH:20][C@@H:21]([CH3:24])[CH:22]=[CH2:1])[C:12]1[CH:17]=[CH:16][CH:15]=[CH:14][CH:13]=1. The yield is 0.810.